From a dataset of Forward reaction prediction with 1.9M reactions from USPTO patents (1976-2016). Predict the product of the given reaction. (1) Given the reactants [CH2:1]([Zn]CC)C.ClCI.[CH3:9][O:10][C:11]1[CH:16]=[CH:15][C:14]([O:17][CH3:18])=[CH:13][C:12]=1[C:19]1([C:24]2[CH:29]=[CH:28][CH:27]=[CH:26][CH:25]=2)[CH2:22][C:21](=[CH2:23])[CH2:20]1, predict the reaction product. The product is: [CH3:9][O:10][C:11]1[CH:16]=[CH:15][C:14]([O:17][CH3:18])=[CH:13][C:12]=1[C:19]1([C:24]2[CH:29]=[CH:28][CH:27]=[CH:26][CH:25]=2)[CH2:22][C:21]2([CH2:1][CH2:23]2)[CH2:20]1. (2) Given the reactants FC(F)(F)S(O[CH2:7][C@H:8]([CH3:11])[CH2:9][F:10])(=O)=O.[CH3:14][C:15]1([CH3:40])[NH:27][CH:26]([C:28]2[CH:33]=[CH:32][C:31](/[CH:34]=[CH:35]/[C:36]([O:38][CH3:39])=[O:37])=[CH:30][CH:29]=2)[C:18]2[NH:19][C:20]3[C:25]([C:17]=2[CH2:16]1)=[CH:24][CH:23]=[CH:22][CH:21]=3.C(N(C(C)C)C(C)C)C, predict the reaction product. The product is: [F:10][CH2:9][C@@H:8]([CH3:11])[CH2:7][N:27]1[C:15]([CH3:40])([CH3:14])[CH2:16][C:17]2[C:25]3[C:20](=[CH:21][CH:22]=[CH:23][CH:24]=3)[NH:19][C:18]=2[CH:26]1[C:28]1[CH:29]=[CH:30][C:31](/[CH:34]=[CH:35]/[C:36]([O:38][CH3:39])=[O:37])=[CH:32][CH:33]=1. (3) Given the reactants [Cl:1][C:2]1[CH:11]=[CH:10][C:9]2[N:8]=[CH:7][C:6]3[N:12]=[C:13]([CH2:22][C:23]([NH:25]O)=[NH:24])[N:14]([C:15]4[CH:20]=[CH:19][CH:18]=[CH:17][C:16]=4[Cl:21])[C:5]=3[C:4]=2[CH:3]=1.Cl, predict the reaction product. The product is: [Cl:1][C:2]1[CH:11]=[CH:10][C:9]2[N:8]=[CH:7][C:6]3[N:12]=[C:13]([CH2:22][C:23]([NH2:25])=[NH:24])[N:14]([C:15]4[CH:20]=[CH:19][CH:18]=[CH:17][C:16]=4[Cl:21])[C:5]=3[C:4]=2[CH:3]=1.